This data is from Forward reaction prediction with 1.9M reactions from USPTO patents (1976-2016). The task is: Predict the product of the given reaction. Given the reactants [CH:1]1([CH2:7][CH2:8][O:9][C:10]2[CH:11]=[CH:12][C:13]([CH2:16][OH:17])=[N:14][CH:15]=2)[CH2:6][CH2:5][CH2:4][CH2:3][CH2:2]1, predict the reaction product. The product is: [CH:1]1([CH2:7][CH2:8][O:9][C:10]2[CH:11]=[CH:12][C:13]([CH:16]=[O:17])=[N:14][CH:15]=2)[CH2:6][CH2:5][CH2:4][CH2:3][CH2:2]1.